Dataset: Reaction yield outcomes from USPTO patents with 853,638 reactions. Task: Predict the reaction yield, written as a fraction of the theoretical maximum amount of product (1.0 means a 100% yield; for example, 0.34 means a 34% yield). The reactants are [CH3:1][N:2]1[CH2:7][CH2:6][NH:5][CH2:4][CH2:3]1.[CH2:8](N(CC)CC)C.[OH:15][C:16]1[CH:25]=[C:24]2[C:19]([CH:20]=[C:21]([C:27]3[S:28][C:29]([C:33](O)=[O:34])=[C:30]([CH3:32])[N:31]=3)[C:22](=[O:26])[O:23]2)=[CH:18][CH:17]=1.Cl.CN(C)CCCN=C=NCC.O.ON1C2C=CC=CC=2N=N1.C([O-])(O)=O.[Na+]. The catalyst is O.O1CCCC1. The product is [OH:15][C:16]1[CH:25]=[C:24]2[C:19]([C:20]([CH3:8])=[C:21]([C:27]3[S:28][C:29]([C:33]([N:5]4[CH2:6][CH2:7][N:2]([CH3:1])[CH2:3][CH2:4]4)=[O:34])=[C:30]([CH3:32])[N:31]=3)[C:22](=[O:26])[O:23]2)=[CH:18][CH:17]=1. The yield is 0.810.